This data is from Reaction yield outcomes from USPTO patents with 853,638 reactions. The task is: Predict the reaction yield, written as a fraction of the theoretical maximum amount of product (1.0 means a 100% yield; for example, 0.34 means a 34% yield). (1) The reactants are [NH2:1][C:2]1[C:6]([C:7]2[CH:12]=[CH:11][CH:10]=[CH:9][CH:8]=2)=[CH:5][S:4][C:3]=1[C:13]([NH:15][C:16]1[CH:21]=[CH:20][C:19]([O:22][CH3:23])=[CH:18][CH:17]=1)=[O:14].[C:24](OCC)(OCC)(OCC)[CH3:25].C(O)(=O)C.C(OCC)C. The catalyst is CCOC(C)=O. The product is [CH3:23][O:22][C:19]1[CH:18]=[CH:17][C:16]([N:15]2[C:13](=[O:14])[C:3]3[S:4][CH:5]=[C:6]([C:7]4[CH:8]=[CH:9][CH:10]=[CH:11][CH:12]=4)[C:2]=3[N:1]=[C:24]2[CH3:25])=[CH:21][CH:20]=1. The yield is 0.210. (2) The reactants are Br[C:2]1[CH:10]=[CH:9][C:8]([C:11]([NH2:13])=[O:12])=[C:7]2[C:3]=1[CH:4]=[C:5]([C:14]1[CH2:19][CH2:18][C:17]([F:21])([F:20])[CH2:16][CH:15]=1)[NH:6]2.[CH3:22][C:23]1[C:29](B2OC(C)(C)C(C)(C)O2)=[CH:28][CH:27]=[CH:26][C:24]=1[NH2:25].C([O-])([O-])=O.[Na+].[Na+].O. The catalyst is C1COCC1.CO.C1C=CC(P(C2C=CC=CC=2)[C-]2C=CC=C2)=CC=1.C1C=CC(P(C2C=CC=CC=2)[C-]2C=CC=C2)=CC=1.Cl[Pd]Cl.[Fe+2]. The product is [NH2:25][C:24]1[C:23]([CH3:22])=[C:29]([C:2]2[CH:10]=[CH:9][C:8]([C:11]([NH2:13])=[O:12])=[C:7]3[C:3]=2[CH:4]=[C:5]([C:14]2[CH2:19][CH2:18][C:17]([F:21])([F:20])[CH2:16][CH:15]=2)[NH:6]3)[CH:28]=[CH:27][CH:26]=1. The yield is 0.570. (3) The catalyst is CCOC(C)=O.[Pd]. The product is [F:1][C:2]1[CH:33]=[C:32]([CH:31]=[CH:30][C:3]=1[O:4][C:5]1[CH:6]=[C:7]2[C:11](=[CH:12][C:13]=1[C:14]1[CH:15]=[CH:16][C:17]([S:20]([CH3:23])(=[O:21])=[O:22])=[CH:18][CH:19]=1)[N:10]([CH:24]1[CH2:29][CH2:28][CH2:27][CH2:26][O:25]1)[N:9]=[CH:8]2)[NH2:34]. The yield is 0.830. The reactants are [F:1][C:2]1[CH:33]=[C:32]([N+:34]([O-])=O)[CH:31]=[CH:30][C:3]=1[O:4][C:5]1[CH:6]=[C:7]2[C:11](=[CH:12][C:13]=1[C:14]1[CH:19]=[CH:18][C:17]([S:20]([CH3:23])(=[O:22])=[O:21])=[CH:16][CH:15]=1)[N:10]([CH:24]1[CH2:29][CH2:28][CH2:27][CH2:26][O:25]1)[N:9]=[CH:8]2. (4) The reactants are Cl[C:2]1[CH:3]=[CH:4][N:5]2[C:10]([C:11]=1[CH3:12])=[C:9]([CH:13]1[CH2:15][CH2:14]1)[CH:8]=[C:7]([C:16]([O:18][CH3:19])=[O:17])[C:6]2=[O:20].CC1(C)C(C)(C)OB([C:29]2[CH:30]=[CH:31][C:32]([NH2:35])=[N:33][CH:34]=2)O1. No catalyst specified. The product is [NH2:35][C:32]1[N:33]=[CH:34][C:29]([C:2]2[CH:3]=[CH:4][N:5]3[C:10]([C:11]=2[CH3:12])=[C:9]([CH:13]2[CH2:15][CH2:14]2)[CH:8]=[C:7]([C:16]([O:18][CH3:19])=[O:17])[C:6]3=[O:20])=[CH:30][CH:31]=1. The yield is 1.00.